This data is from Peptide-MHC class II binding affinity with 134,281 pairs from IEDB. The task is: Regression. Given a peptide amino acid sequence and an MHC pseudo amino acid sequence, predict their binding affinity value. This is MHC class II binding data. (1) The peptide sequence is TSSTPEAVSLLCSDK. The MHC is HLA-DQA10102-DQB10502 with pseudo-sequence HLA-DQA10102-DQB10502. The binding affinity (normalized) is 0. (2) The peptide sequence is AFILDGDNLFPKV. The binding affinity (normalized) is 0.0488. The MHC is DRB1_0701 with pseudo-sequence DRB1_0701. (3) The peptide sequence is AGWLAFFRDLVARGL. The MHC is DRB1_0901 with pseudo-sequence DRB1_0901. The binding affinity (normalized) is 0.532. (4) The peptide sequence is LRYYRITYGETGGNS. The MHC is HLA-DPA10201-DPB10501 with pseudo-sequence HLA-DPA10201-DPB10501. The binding affinity (normalized) is 0.0393. (5) The binding affinity (normalized) is 0.494. The MHC is H-2-IAb with pseudo-sequence H-2-IAb. The peptide sequence is IPVFLQEALNIALVA. (6) The peptide sequence is KHIVWASRELERFAV. The MHC is DRB1_1302 with pseudo-sequence DRB1_1302. The binding affinity (normalized) is 0.277. (7) The peptide sequence is RLATAIAGAWENGVC. The MHC is DRB1_1302 with pseudo-sequence DRB1_1302. The binding affinity (normalized) is 0. (8) The peptide sequence is HGRQIRMAKLLGRDP. The MHC is DRB1_0301 with pseudo-sequence DRB1_0301. The binding affinity (normalized) is 0.413.